Dataset: Full USPTO retrosynthesis dataset with 1.9M reactions from patents (1976-2016). Task: Predict the reactants needed to synthesize the given product. (1) The reactants are: [C:1]([O:5][C:6]([N:8]1[CH2:12][CH2:11][CH2:10][C@H:9]1[CH2:13][CH2:14][OH:15])=[O:7])([CH3:4])([CH3:3])[CH3:2].N1C=CN=C1.[Si](Cl)(C(C)(C)C)(C)C.C(OCC)(=O)C. Given the product [C:1]([O:5][C:6]([N:8]1[CH2:12][CH2:11][CH2:10][C@H:9]1[CH2:13][CH:14]=[O:15])=[O:7])([CH3:4])([CH3:3])[CH3:2], predict the reactants needed to synthesize it. (2) Given the product [CH3:12][N:1]1[C:5]2=[CH:6][N:7]=[CH:8][CH:9]=[C:4]2[CH:3]=[CH:2]1, predict the reactants needed to synthesize it. The reactants are: [NH:1]1[C:5]2=[CH:6][N:7]=[CH:8][CH:9]=[C:4]2[CH:3]=[CH:2]1.[H-].[Na+].[CH3:12]I.O. (3) Given the product [CH2:16]([O:15][C:13](=[O:14])[CH2:12][N:10]1[C:5](=[O:7])[CH:4]=[C:3]([CH3:8])[CH:2]=[N:11]1)[CH3:17], predict the reactants needed to synthesize it. The reactants are: O[CH:2]1O[C:5](=[O:7])[CH:4]=[C:3]1[CH3:8].Cl.[NH:10]([CH2:12][C:13]([O:15][CH2:16][CH3:17])=[O:14])[NH2:11]. (4) Given the product [CH2:12]([C:7]([CH2:2][OH:3])([CH2:5][OH:6])[CH2:8][CH3:13])[OH:24], predict the reactants needed to synthesize it. The reactants are: [N-]=[C:2]=[O:3].[N-]=[C:5]=[O:6].[C:7]1(C)[C:8]([CH3:13])=CC=C[CH:12]=1.C1C=C(CN=C=[O:24])C=C(CN=C=O)C=1.